Task: Predict the reactants needed to synthesize the given product.. Dataset: Full USPTO retrosynthesis dataset with 1.9M reactions from patents (1976-2016) (1) Given the product [CH2:2]([C:5]1([C:18]([O:20][CH3:21])=[O:19])[CH2:6][CH2:7][NH:8][CH2:9][CH2:10]1)[CH:3]=[CH2:4], predict the reactants needed to synthesize it. The reactants are: Cl.[CH2:2]([C:5]1([C:18]([OH:20])=[O:19])[CH2:10][CH2:9][N:8](C(OC(C)(C)C)=O)[CH2:7][CH2:6]1)[CH:3]=[CH2:4].[CH3:21]O. (2) Given the product [CH3:1][CH:2]([CH3:13])[C:3]([C:5]1[CH:6]=[CH:7][C:21]([C:19]([OH:18])=[O:20])=[N:9][CH:10]=1)=[O:4], predict the reactants needed to synthesize it. The reactants are: [CH3:1][CH:2]([CH3:13])[C:3]([C:5]1[CH:6]=[CH:7]C(C#N)=[N:9][CH:10]=1)=[O:4].[OH-].[Na+].CC[O:18][C:19]([CH3:21])=[O:20]. (3) Given the product [CH2:19]([O:11][CH:8]([CH2:9][O:10][CH2:19][CH2:20][CH2:21][CH2:22][CH2:23][CH2:24][CH2:25][CH2:26]/[CH:27]=[CH:28]\[CH2:29]/[CH:30]=[CH:31]\[CH2:32][CH2:33][CH2:34][CH2:35][CH3:36])[CH2:7][N:4]1[CH2:3][CH2:2][O:1][CH2:6][CH2:5]1)[CH2:20][CH2:21][CH2:22][CH2:23][CH2:24][CH2:25][CH2:26]/[CH:27]=[CH:28]\[CH2:29]/[CH:30]=[CH:31]\[CH2:32][CH2:33][CH2:34][CH2:35][CH3:36], predict the reactants needed to synthesize it. The reactants are: [O:1]1[CH2:6][CH2:5][N:4]([CH2:7][CH:8]([OH:11])[CH2:9][OH:10])[CH2:3][CH2:2]1.[H-].[Na+].CS(O[CH2:19][CH2:20][CH2:21][CH2:22][CH2:23][CH2:24][CH2:25][CH2:26]/[CH:27]=[CH:28]\[CH2:29]/[CH:30]=[CH:31]\[CH2:32][CH2:33][CH2:34][CH2:35][CH3:36])(=O)=O. (4) Given the product [CH3:20][O:21][C:22](=[O:23])[C:24]1[CH:25]=[CH:26][CH:27]=[C:28]([N:8]2[CH2:9][C:10](=[O:11])[N:6]([CH2:5][C:4]3[CH:14]=[CH:15][C:16]([O:18][CH3:19])=[CH:17][C:3]=3[O:2][CH3:1])[S:7]2(=[O:13])=[O:12])[CH:29]=1, predict the reactants needed to synthesize it. The reactants are: [CH3:1][O:2][C:3]1[CH:17]=[C:16]([O:18][CH3:19])[CH:15]=[CH:14][C:4]=1[CH2:5][N:6]1[C:10](=[O:11])[CH2:9][NH:8][S:7]1(=[O:13])=[O:12].[CH3:20][O:21][C:22]([C:24]1[CH:25]=[C:26](B(O)O)[CH:27]=[CH:28][CH:29]=1)=[O:23]. (5) Given the product [O:12]([C:13]1[CH:18]=[C:17]([CH2:19][O:20][CH:21]2[CH2:25][CH2:24][CH2:23][O:22]2)[CH:16]=[CH:15][C:14]=1[CH2:26][C:27]1[CH:28]=[CH:29][C:30]([CH2:33][CH3:34])=[CH:31][CH:32]=1)[C@@H:11]1[O:35][C@H:36]([CH2:48][OH:49])[CH2:37][C@H:38]([OH:39])[C@H:10]1[OH:9], predict the reactants needed to synthesize it. The reactants are: C([O:9][C@@H:10]1[C@@H:38]([O:39]C(=O)C2C=CC=CC=2)[CH2:37][C@@H:36]([CH2:48][O:49]C(=O)C2C=CC=CC=2)[O:35][C@H:11]1[O:12][C:13]1[CH:18]=[C:17]([CH2:19][O:20][CH:21]2[CH2:25][CH2:24][CH2:23][O:22]2)[CH:16]=[CH:15][C:14]=1[CH2:26][C:27]1[CH:32]=[CH:31][C:30]([CH2:33][CH3:34])=[CH:29][CH:28]=1)(=O)C1C=CC=CC=1.[OH-].[Na+].C(OCC)(=O)C. (6) Given the product [CH2:20]=[C:17]1[C:18](=[CH2:19])[C:10]23[O:15][CH:7]([CH2:8][CH:9]2[CH2:14][CH2:13][CH2:12][CH2:11]3)[CH2:16]1, predict the reactants needed to synthesize it. The reactants are: C(OCC)C.O[CH:7]([CH2:16][C:17]([CH2:20][Si](C)(C)C)=[C:18]=[CH2:19])[CH2:8][CH:9]1[CH2:14][CH2:13][CH2:12][CH2:11][C:10]1=[O:15].[Si](OS(C(F)(F)F)(=O)=O)(C)(C)C.O. (7) Given the product [F:1][C:2]1[CH:3]=[CH:4][C:5]([C:8]2[O:12][N:11]=[C:10]([C:13]([NH:15][CH2:16][CH2:17][C:18]([N:49]3[CH2:50][CH2:51][N:46]([CH3:45])[CH2:47][CH2:48]3)=[O:20])=[O:14])[CH:9]=2)=[CH:6][CH:7]=1, predict the reactants needed to synthesize it. The reactants are: [F:1][C:2]1[CH:7]=[CH:6][C:5]([C:8]2[O:12][N:11]=[C:10]([C:13]([NH:15][CH2:16][CH2:17][C:18]([OH:20])=O)=[O:14])[CH:9]=2)=[CH:4][CH:3]=1.CN(C(ON1N=NC2C=CC=NC1=2)=[N+](C)C)C.F[P-](F)(F)(F)(F)F.[CH3:45][N:46]1[CH2:51][CH2:50][NH:49][CH2:48][CH2:47]1.CCN(C(C)C)C(C)C. (8) Given the product [OH:23][C:21]1[CH:20]=[C:10]([CH:9]=[C:8]([O:7][C@H:4]([CH2:3][O:2][CH3:1])[CH2:5][CH3:6])[CH:22]=1)[C:11]([NH:13][C:14]1[CH:18]=[CH:17][N:16]([CH3:19])[N:15]=1)=[O:12], predict the reactants needed to synthesize it. The reactants are: [CH3:1][O:2][CH2:3][C@@H:4]([O:7][C:8]1[CH:9]=[C:10]([CH:20]=[C:21]([O:23]CC2C=CC=CC=2)[CH:22]=1)[C:11]([NH:13][C:14]1[CH:18]=[CH:17][N:16]([CH3:19])[N:15]=1)=[O:12])[CH2:5][CH3:6].C1COCC1. (9) Given the product [C:31]([C:30]1[N:35]=[C:25]([CH:11]2[CH2:12][CH:13]([C:15]3[CH:16]=[CH:17][C:18]([C:21]([F:23])([F:22])[F:24])=[CH:19][CH:20]=3)[CH2:14][N:9]([C:7]([N:1]3[CH2:2][CH2:3][O:4][CH2:5][CH2:6]3)=[O:8])[CH2:10]2)[O:27][N:29]=1)([CH3:34])([CH3:33])[CH3:32], predict the reactants needed to synthesize it. The reactants are: [N:1]1([C:7]([N:9]2[CH2:14][CH:13]([C:15]3[CH:20]=[CH:19][C:18]([C:21]([F:24])([F:23])[F:22])=[CH:17][CH:16]=3)[CH2:12][CH:11]([C:25]([OH:27])=O)[CH2:10]2)=[O:8])[CH2:6][CH2:5][O:4][CH2:3][CH2:2]1.O[NH:29][C:30](=[NH:35])[C:31]([CH3:34])([CH3:33])[CH3:32].